From a dataset of Full USPTO retrosynthesis dataset with 1.9M reactions from patents (1976-2016). Predict the reactants needed to synthesize the given product. Given the product [Br:20][C:21]1[CH:27]=[CH:26][CH:25]=[CH:24][C:22]=1[NH:23][C:4]1[C:5](=[O:19])[C:6](=[O:18])[C:7]=1[NH:8][C:9]1[CH:14]=[CH:13][C:12]([C:15]#[N:16])=[CH:11][C:10]=1[OH:17], predict the reactants needed to synthesize it. The reactants are: C(O[C:4]1[C:5](=[O:19])[C:6](=[O:18])[C:7]=1[NH:8][C:9]1[CH:14]=[CH:13][C:12]([C:15]#[N:16])=[CH:11][C:10]=1[OH:17])C.[Br:20][C:21]1[CH:27]=[CH:26][CH:25]=[CH:24][C:22]=1[NH2:23].C(OC(=O)C)C.